This data is from Full USPTO retrosynthesis dataset with 1.9M reactions from patents (1976-2016). The task is: Predict the reactants needed to synthesize the given product. (1) Given the product [CH3:1][C:2]1([CH2:8][CH2:9][C:10]2[S:11][CH:12]=[C:13]([CH2:15][CH2:16][CH2:17][CH2:18][CH2:19][C:20]3[CH:21]=[CH:22][CH:23]=[CH:24][CH:25]=3)[CH:14]=2)[CH2:6][O:5][C:4](=[O:7])[NH:3]1, predict the reactants needed to synthesize it. The reactants are: [CH3:1][C:2]1([CH2:8][CH2:9][C:10]2[S:11][CH:12]=[C:13]([C:15]#[C:16][CH2:17][CH2:18][CH2:19][C:20]3[CH:25]=[CH:24][CH:23]=[CH:22][CH:21]=3)[CH:14]=2)[CH2:6][O:5][C:4](=[O:7])[NH:3]1. (2) Given the product [CH2:40]([N:47]1[CH2:51][CH2:50][N:49]([C@@H:52]([C:56]([CH3:58])([CH3:57])[CH3:59])[C:53]([NH:1][C@@H:2]([CH2:33][C:34]2[CH:35]=[CH:36][CH:37]=[CH:38][CH:39]=2)[C@@H:3]([OH:32])[CH2:4][C@@H:5]([NH:19][C:20]([C@@H:22]([NH:27][C:28](=[O:31])[O:29][CH3:30])[C:23]([CH3:26])([CH3:25])[CH3:24])=[O:21])[CH2:6][C:7]2[CH:12]=[CH:11][C:10]([C:13]3[CH:18]=[CH:17][CH:16]=[CH:15][N:14]=3)=[CH:9][CH:8]=2)=[O:54])[C:48]1=[O:60])[C:41]1[CH:42]=[CH:43][CH:44]=[CH:45][CH:46]=1, predict the reactants needed to synthesize it. The reactants are: [NH2:1][C@@H:2]([CH2:33][C:34]1[CH:39]=[CH:38][CH:37]=[CH:36][CH:35]=1)[C@@H:3]([OH:32])[CH2:4][C@@H:5]([NH:19][C:20]([C@@H:22]([NH:27][C:28](=[O:31])[O:29][CH3:30])[C:23]([CH3:26])([CH3:25])[CH3:24])=[O:21])[CH2:6][C:7]1[CH:12]=[CH:11][C:10]([C:13]2[CH:18]=[CH:17][CH:16]=[CH:15][N:14]=2)=[CH:9][CH:8]=1.[CH2:40]([N:47]1[CH2:51][CH2:50][N:49]([C@@H:52]([C:56]([CH3:59])([CH3:58])[CH3:57])[C:53](O)=[O:54])[C:48]1=[O:60])[C:41]1[CH:46]=[CH:45][CH:44]=[CH:43][CH:42]=1.CCOP(ON1N=NC2C=CC=CC=2C1=O)(OCC)=O.C(N(CC)C(C)C)(C)C. (3) The reactants are: [CH2:1]([O:8][C:9]1[C:10]([CH3:17])=[CH:11][C:12]([Br:16])=[C:13]([NH2:15])[CH:14]=1)[C:2]1[CH:7]=[CH:6][CH:5]=[CH:4][CH:3]=1.[C:18]([N:26]=[C:27]=[S:28])(=[O:25])[C:19]1[CH:24]=[CH:23][CH:22]=[CH:21][CH:20]=1. Given the product [C:18]([NH:26][C:27]([NH:15][C:13]1[CH:14]=[C:9]([O:8][CH2:1][C:2]2[CH:3]=[CH:4][CH:5]=[CH:6][CH:7]=2)[C:10]([CH3:17])=[CH:11][C:12]=1[Br:16])=[S:28])(=[O:25])[C:19]1[CH:24]=[CH:23][CH:22]=[CH:21][CH:20]=1, predict the reactants needed to synthesize it. (4) Given the product [Cl:1][C:2]1[C:11]2[C:6](=[CH:7][CH:8]=[CH:9][CH:10]=2)[CH:5]=[CH:4][C:3]=1[O:12][CH2:13][C:14]([CH3:17])([NH:16][CH2:24][C:20]1[N:19]([CH3:18])[CH:23]=[CH:22][CH:21]=1)[CH3:15], predict the reactants needed to synthesize it. The reactants are: [Cl:1][C:2]1[C:11]2[C:6](=[CH:7][CH:8]=[CH:9][CH:10]=2)[CH:5]=[CH:4][C:3]=1[O:12][CH2:13][C:14]([CH3:17])([NH2:16])[CH3:15].[CH3:18][N:19]1[CH:23]=[CH:22][CH:21]=[C:20]1[CH:24]=O. (5) Given the product [CH:35]1([O:34][C:30]2[CH:29]=[C:28]3[C:33](=[CH:32][CH:31]=2)[N:24]([CH3:23])[C:25](=[O:45])[CH2:26][CH2:27]3)[CH2:36][CH2:37]1, predict the reactants needed to synthesize it. The reactants are: C1C2C(=CC=CC=2)C=CC=1.[Li].[C-]1C2C(=CC=CC=2)C=CC=1.[Li+].[CH3:23][N:24]1[C:33]2[C:28](=[CH:29][C:30]([O:34][C:35]3(SC4C=CC=CC=4)[CH2:37][CH2:36]3)=[CH:31][CH:32]=2)[CH2:27][CH2:26][C:25]1=[O:45]. (6) Given the product [CH2:1]([O:8][C:9](=[O:17])[NH:10][C@H:11]1[CH2:14][C@@H:13]([CH2:15][N:18]2[CH2:23][CH2:22][S:21](=[O:25])(=[O:24])[CH2:20][CH2:19]2)[CH2:12]1)[C:2]1[CH:7]=[CH:6][CH:5]=[CH:4][CH:3]=1, predict the reactants needed to synthesize it. The reactants are: [CH2:1]([O:8][C:9](=[O:17])[NH:10][C@H:11]1[CH2:14][C@@H:13]([CH:15]=O)[CH2:12]1)[C:2]1[CH:7]=[CH:6][CH:5]=[CH:4][CH:3]=1.[NH:18]1[CH2:23][CH2:22][S:21](=[O:25])(=[O:24])[CH2:20][CH2:19]1.C(O[BH-](OC(=O)C)OC(=O)C)(=O)C.[Na+].